From a dataset of Full USPTO retrosynthesis dataset with 1.9M reactions from patents (1976-2016). Predict the reactants needed to synthesize the given product. Given the product [Si:10]([O:38][CH2:37][CH:36]([OH:39])[CH2:35][N:33]1[CH:34]=[C:30]([C:25]2[CH:26]=[C:27]([CH3:29])[CH:28]=[C:23]([NH:22][C:18]3[N:17]=[C:16]([CH:15]([F:14])[F:40])[CH:21]=[CH:20][N:19]=3)[CH:24]=2)[CH:31]=[N:32]1)([C:6]([CH3:9])([CH3:8])[CH3:7])([CH3:12])[CH3:11], predict the reactants needed to synthesize it. The reactants are: N1C=CN=C1.[C:6]([Si:10](Cl)([CH3:12])[CH3:11])([CH3:9])([CH3:8])[CH3:7].[F:14][CH:15]([F:40])[C:16]1[CH:21]=[CH:20][N:19]=[C:18]([NH:22][C:23]2[CH:24]=[C:25]([C:30]3[CH:31]=[N:32][N:33]([CH2:35][CH:36]([OH:39])[CH2:37][OH:38])[CH:34]=3)[CH:26]=[C:27]([CH3:29])[CH:28]=2)[N:17]=1.